This data is from Catalyst prediction with 721,799 reactions and 888 catalyst types from USPTO. The task is: Predict which catalyst facilitates the given reaction. Reactant: [F:1][C:2]1[CH:7]=[CH:6][C:5]([C:8]2[N:9]([CH3:17])[CH:10]=[C:11]([S:13](Cl)(=[O:15])=[O:14])[N:12]=2)=[CH:4][CH:3]=1.C[C:19]1[CH:24]=[CH:23][C:22]([NH:25][C:26]([NH:28][C:29]2[CH:34]=[CH:33][CH:32]=[CH:31][CH:30]=2)=[O:27])=[C:21](N)[CH:20]=1.[N:36]1C=CC=C[CH:37]=1. Product: [CH3:37][N:36]([C:19]1[CH:20]=[CH:21][C:22]([NH:25][C:26]([NH:28][C:29]2[CH:30]=[CH:31][CH:32]=[CH:33][CH:34]=2)=[O:27])=[CH:23][CH:24]=1)[S:13]([C:11]1[N:12]=[C:8]([C:5]2[CH:6]=[CH:7][C:2]([F:1])=[CH:3][CH:4]=2)[N:9]([CH3:17])[CH:10]=1)(=[O:15])=[O:14]. The catalyst class is: 2.